From a dataset of Full USPTO retrosynthesis dataset with 1.9M reactions from patents (1976-2016). Predict the reactants needed to synthesize the given product. (1) The reactants are: [CH3:1][N:2]1[C:6]([C:7]([C:9]2[CH:14]=[CH:13][C:12]([CH3:15])=[C:11]([C:16]([F:19])([F:18])[F:17])[CH:10]=2)=O)=[N:5][N:4]=[N:3]1.Cl.[NH2:21][OH:22]. Given the product [OH:22][N:21]=[C:7]([C:6]1[N:2]([CH3:1])[N:3]=[N:4][N:5]=1)[C:9]1[CH:14]=[CH:13][C:12]([CH3:15])=[C:11]([C:16]([F:19])([F:18])[F:17])[CH:10]=1, predict the reactants needed to synthesize it. (2) Given the product [F:28][C:27]([F:30])([F:29])[C:25]([O-:31])=[O:26].[S:43]1[C:44]([C:47]2[S:51][C:50]([C:52]3[N:56]=[C:55]([C@@H:57]4[CH2:61][CH2:60][CH2:59][N:58]4[C:83](=[O:26])[C@@H:82]([C:84]4[CH:14]=[CH:13][CH:12]=[CH:11][CH:10]=4)[N:78]([CH3:77])[CH3:79])[NH:54][CH:53]=3)=[N:49][CH:48]=2)=[CH:45][N:46]=[C:42]1[C:39]1[N:38]=[C:37]([C@@H:33]2[CH2:34][CH2:35][CH2:36][N:32]2[C:66](=[O:67])[C@@H:65]([C:69]2[CH:74]=[CH:73][CH:72]=[CH:71][CH:70]=2)[N:64]([CH3:75])[CH3:63])[NH:41][CH:40]=1, predict the reactants needed to synthesize it. The reactants are: CN(C(ON1N=N[C:11]2[CH:12]=[CH:13][CH:14]=N[C:10]1=2)=[N+](C)C)C.F[P-](F)(F)(F)(F)F.[C:25]([OH:31])([C:27]([F:30])([F:29])[F:28])=[O:26].[NH:32]1[CH2:36][CH2:35][CH2:34][C@H:33]1[C:37]1[NH:38][C:39]([C:42]2[S:43][C:44]([C:47]3[S:51][C:50]([C:52]4[NH:56][C:55]([C@@H:57]5[CH2:61][CH2:60][CH2:59][NH:58]5)=[N:54][CH:53]=4)=[N:49][CH:48]=3)=[CH:45][N:46]=2)=[CH:40][N:41]=1.Cl.[CH3:63][N:64]([CH3:75])[C@H:65]([C:69]1[CH:74]=[CH:73][CH:72]=[CH:71][CH:70]=1)[C:66](O)=[O:67].C[CH2:77][N:78]([CH:82]([CH3:84])[CH3:83])[CH:79](C)C. (3) Given the product [CH:15]([O:1][C:2]1[C:3]2[CH:14]=[CH:13][CH:12]=[CH:11][C:4]=2[S:5][C:6]=1[C:7]([O:9][CH3:10])=[O:8])([CH3:17])[CH3:16], predict the reactants needed to synthesize it. The reactants are: [OH:1][C:2]1[C:3]2[CH:14]=[CH:13][CH:12]=[CH:11][C:4]=2[S:5][C:6]=1[C:7]([O:9][CH3:10])=[O:8].[CH:15](I)([CH3:17])[CH3:16].C(=O)([O-])[O-].[K+].[K+].CN(C)C=O.